From a dataset of Catalyst prediction with 721,799 reactions and 888 catalyst types from USPTO. Predict which catalyst facilitates the given reaction. (1) Reactant: F[C:2]1[CH:7]=[CH:6][C:5]([Cl:8])=[CH:4][C:3]=1[N+:9]([O-:11])=[O:10].[C:12]([NH:15][C:16]1[CH:21]=[CH:20][C:19]([OH:22])=[CH:18][CH:17]=1)(=[O:14])[CH3:13].C(=O)([O-])[O-].[Cs+].[Cs+]. Product: [Cl:8][C:5]1[CH:6]=[CH:7][C:2]([O:22][C:19]2[CH:18]=[CH:17][C:16]([NH:15][C:12](=[O:14])[CH3:13])=[CH:21][CH:20]=2)=[C:3]([N+:9]([O-:11])=[O:10])[CH:4]=1. The catalyst class is: 148. (2) Reactant: [Br:1][C:2]1[CH:3]=[C:4](/[CH:18]=[CH:19]/[C:20]2[CH:25]=[CH:24][C:23]([O:26]C(=O)C)=[CH:22][CH:21]=2)[CH:5]=[N:6][C:7]=1[O:8][CH2:9][CH2:10][O:11][CH2:12][CH2:13][O:14][CH2:15][CH2:16][F:17].C([O-])([O-])=O.[K+].[K+]. Product: [Br:1][C:2]1[CH:3]=[C:4](/[CH:18]=[CH:19]/[C:20]2[CH:25]=[CH:24][C:23]([OH:26])=[CH:22][CH:21]=2)[CH:5]=[N:6][C:7]=1[O:8][CH2:9][CH2:10][O:11][CH2:12][CH2:13][O:14][CH2:15][CH2:16][F:17]. The catalyst class is: 301. (3) Product: [Br:1][C:2]1[C:7]([F:8])=[CH:6][C:5]([N:9]2[C:18]3[C:13](=[CH:14][C:15]([S:19]([NH:35][C:31]4[N:30]=[N:29][CH:34]=[CH:33][CH:32]=4)(=[O:21])=[O:20])=[CH:16][CH:17]=3)[N:12]=[CH:11][C:10]2=[O:23])=[C:4]([O:24][CH3:25])[CH:3]=1. The catalyst class is: 191. Reactant: [Br:1][C:2]1[C:7]([F:8])=[CH:6][C:5]([N:9]2[C:18]3[C:13](=[CH:14][C:15]([S:19](Cl)(=[O:21])=[O:20])=[CH:16][CH:17]=3)[N:12]=[CH:11][C:10]2=[O:23])=[C:4]([O:24][CH3:25])[CH:3]=1.ClCCl.[N:29]1[CH:34]=[CH:33][CH:32]=[C:31]([NH2:35])[N:30]=1.N1C=CC=CC=1.